From a dataset of Full USPTO retrosynthesis dataset with 1.9M reactions from patents (1976-2016). Predict the reactants needed to synthesize the given product. (1) Given the product [CH2:25]1[C:12]2([CH2:13][CH2:14][NH:15][CH2:16][CH2:17]2)[CH2:11][CH2:10][N:9]([C:7]([C:6]2[CH:27]=[CH:28][CH:29]=[CH:30][C:5]=2/[CH:4]=[CH:3]/[C:2]([NH2:1])=[O:31])=[O:8])[CH2:26]1, predict the reactants needed to synthesize it. The reactants are: [NH2:1][C:2](=[O:31])/[CH:3]=[CH:4]/[C:5]1[CH:30]=[CH:29][CH:28]=[CH:27][C:6]=1[C:7]([N:9]1[CH2:26][CH2:25][C:12]2([CH2:17][CH2:16][N:15](C(OC(C)(C)C)=O)[CH2:14][CH2:13]2)[CH2:11][CH2:10]1)=[O:8].Cl. (2) Given the product [C:18]([O:22][C:23]([CH2:24][C:25]1[CH:33]=[C:32]2[C:28]([C:29]([CH2:7][C:6]([OH:17])=[O:5])=[CH:30][N:31]2[C:34](=[O:36])[NH2:35])=[CH:27][CH:26]=1)=[O:40])([CH3:21])([CH3:20])[CH3:19], predict the reactants needed to synthesize it. The reactants are: C([O:5][C:6](=[O:17])[CH2:7]C1C=C2C(C=CN2)=CC=1)(C)(C)C.[C:18]([O:22][C:23](=[O:40])[CH2:24][C:25]1[CH:33]=[C:32]2[C:28]([C:29](N=C=O)=[CH:30][N:31]2[C:34](=[O:36])[NH2:35])=[CH:27][CH:26]=1)([CH3:21])([CH3:20])[CH3:19].C(N1C2C(=CC(OCCO)=CC=2)C(CC(O)=O)=C1)(=O)N. (3) The reactants are: [CH3:1][C:2]1[C:6]([C:7]([N:9]2[C:13]3([C:22]4[CH:23]=[N:24][CH:25]=[CH:26][CH:27]=4)[CH2:14][N:15]4[CH:21]=[CH:20][CH:19]=[C:16]4[C:17](=[O:18])[N:12]3[CH2:11][CH2:10]2)=[O:8])=[CH:5][O:4][N:3]=1.[OH:28]O.O. Given the product [CH3:1][C:2]1[C:6]([C:7]([N:9]2[C:13]3([C:22]4[CH:23]=[N+:24]([O-:28])[CH:25]=[CH:26][CH:27]=4)[CH2:14][N:15]4[CH:21]=[CH:20][CH:19]=[C:16]4[C:17](=[O:18])[N:12]3[CH2:11][CH2:10]2)=[O:8])=[CH:5][O:4][N:3]=1, predict the reactants needed to synthesize it. (4) Given the product [CH2:5]([N:12]1[C:20]2[CH:19]=[CH:18][N:17]=[C:16]([CH:62]3[CH2:61][CH2:67][N:66]([C:40]([O:39][C:53]([CH3:52])([CH3:58])[CH3:54])=[O:68])[CH2:64][CH2:63]3)[C:15]=2[CH:14]=[CH:13]1)[C:6]1[CH:7]=[CH:8][CH:9]=[CH:10][CH:11]=1, predict the reactants needed to synthesize it. The reactants are: BrCCBr.[CH2:5]([N:12]1[C:20]2[CH:19]=[CH:18][N:17]=[C:16](N3CCNCC3)[C:15]=2[CH:14]=[CH:13]1)[C:6]1[CH:11]=[CH:10][CH:9]=[CH:8][CH:7]=1.O1C=CC=C1P(C1[O:39][CH:40]=CC=1)C1OC=CC=1.C(N1[C:58]2C=CN=[C:54](Br)[C:53]=2[CH:52]=C1)C1C=CC=CC=1.O1[CH2:64][CH2:63][CH2:62][CH2:61]1.C[NH:66][CH3:67].[O:68]1CCCC1. (5) The reactants are: [CH:1]1(/[CH:4]=[CH:5]/[C:6](=[O:8])[CH3:7])[CH2:3][CH2:2]1.[CH2:9](N(CC)CC)C.FC(F)(F)S([O:21][Si:22]([CH2:27][CH3:28])([CH2:25][CH3:26])[CH2:23][CH3:24])(=O)=O. Given the product [CH:1]1(/[CH:4]=[CH:5]/[C:6]([O:8][Si:22]([CH2:27][CH3:28])([CH2:25][CH3:26])[CH2:23][CH3:24])=[CH2:7])[CH2:3][CH2:2]1.[CH2:23]([Si:22]([CH2:27][CH3:28])([CH2:25][CH3:26])[O:21][C:6](/[C:5](/[CH3:9])=[CH:4]/[CH2:1][CH3:3])=[CH2:7])[CH3:24], predict the reactants needed to synthesize it. (6) Given the product [CH2:1]([O:8][CH2:9][CH2:10][CH2:11][C:12]1[CH:17]=[C:16]([C:30]2[CH:31]=[CH:32][CH:33]=[C:28]([C:25]([F:27])([F:26])[F:24])[CH:29]=2)[N:15]=[C:14]([C:22]#[N:23])[N:13]=1)[C:2]1[CH:7]=[CH:6][CH:5]=[CH:4][CH:3]=1, predict the reactants needed to synthesize it. The reactants are: [CH2:1]([O:8][CH2:9][CH2:10][CH2:11][C:12]1[CH:17]=[C:16]([Sn](C)(C)C)[N:15]=[C:14]([C:22]#[N:23])[N:13]=1)[C:2]1[CH:7]=[CH:6][CH:5]=[CH:4][CH:3]=1.[F:24][C:25]([C:28]1[CH:33]=[CH:32][CH:31]=[CH:30][C:29]=1Br)([F:27])[F:26]. (7) Given the product [C:45]([C:28]1[CH:27]=[C:26]2[C:31]([CH:32]=[C:33]([NH:34][C:35]([O:36][CH2:37][C:38]3[CH:39]=[CH:40][CH:41]=[CH:42][CH:43]=3)=[O:44])[C:24]([C:22]([NH:21][C:16]3[CH:17]=[N:18][CH:19]=[CH:20][C:15]=3[N:11]3[CH2:12][CH2:13][CH2:14][C@H:9]([NH:8][C:6](=[O:7])[O:5][C:1]([CH3:4])([CH3:3])[CH3:2])[CH2:10]3)=[O:23])=[N:25]2)=[CH:30][CH:29]=1)(=[O:47])[CH3:46], predict the reactants needed to synthesize it. The reactants are: [C:1]([O:5][C:6]([NH:8][C@H:9]1[CH2:14][CH2:13][CH2:12][N:11]([C:15]2[CH:20]=[CH:19][N:18]=[CH:17][C:16]=2[NH:21][C:22]([C:24]2[C:33]([NH:34][C:35](=[O:44])[O:36][CH2:37][C:38]3[CH:43]=[CH:42][CH:41]=[CH:40][CH:39]=3)=[CH:32][C:31]3[C:26](=[CH:27][C:28]([CH:45]([OH:47])[CH3:46])=[CH:29][CH:30]=3)[N:25]=2)=[O:23])[CH2:10]1)=[O:7])([CH3:4])([CH3:3])[CH3:2].CC(OI1(OC(C)=O)(OC(C)=O)OC(=O)C2C=CC=CC1=2)=O.